From a dataset of Forward reaction prediction with 1.9M reactions from USPTO patents (1976-2016). Predict the product of the given reaction. Given the reactants [CH2:1]([O:3][C:4](=[O:15])[CH:5]([C:9]1[CH:14]=[CH:13][CH:12]=[CH:11][CH:10]=1)[C:6]([OH:8])=[O:7])[CH3:2].C(Cl)(=O)C(Cl)=O.[Cl:22][C:23]1[N:28]=[CH:27][C:26]([CH2:29][NH:30][C:31]2[CH:36]=[CH:35][CH:34]=[CH:33][N:32]=2)=[CH:25][CH:24]=1.C(N(CC)CC)C, predict the reaction product. The product is: [CH2:1]([O:3][C:4](=[O:15])[CH:5]([C:9]1[CH:14]=[CH:13][CH:12]=[CH:11][CH:10]=1)[C:6]([OH:8])=[O:7])[CH3:2].[CH2:1]([O:3][C:4](=[O:15])[CH:5]([C:9]1[CH:14]=[CH:13][CH:12]=[CH:11][CH:10]=1)[C:6]([N:30]([CH2:29][C:26]1[CH:27]=[N:28][C:23]([Cl:22])=[CH:24][CH:25]=1)[C:31]1[CH:36]=[CH:35][CH:34]=[CH:33][N:32]=1)=[O:8])[CH3:2].